Dataset: CYP3A4 inhibition data for predicting drug metabolism from PubChem BioAssay. Task: Regression/Classification. Given a drug SMILES string, predict its absorption, distribution, metabolism, or excretion properties. Task type varies by dataset: regression for continuous measurements (e.g., permeability, clearance, half-life) or binary classification for categorical outcomes (e.g., BBB penetration, CYP inhibition). Dataset: cyp3a4_veith. The molecule is CCCC(=O)NCCc1c2n(c3ccc(OC)cc13)Cc1ccccc1-2. The result is 1 (inhibitor).